Dataset: Full USPTO retrosynthesis dataset with 1.9M reactions from patents (1976-2016). Task: Predict the reactants needed to synthesize the given product. (1) The reactants are: [NH2:1][C@@H:2]([CH2:7][C:8]#[C:9][C:10]1[CH:15]=[C:14]([C:16]2[CH:21]=[CH:20][C:19]([O:22][CH:23]3[CH2:25][CH2:24]3)=[C:18]([Cl:26])[CH:17]=2)[N:13]=[CH:12][N:11]=1)[C:3]([O:5][CH3:6])=[O:4].[BH4-].[Na+]. Given the product [Cl:26][C:18]1[CH:17]=[C:16]([C:14]2[N:13]=[CH:12][N:11]=[C:10]([CH:9]3[NH:1][CH:2]([C:3]([O:5][CH3:6])=[O:4])[CH2:7][CH2:8]3)[CH:15]=2)[CH:21]=[CH:20][C:19]=1[O:22][CH:23]1[CH2:25][CH2:24]1, predict the reactants needed to synthesize it. (2) Given the product [OH:1][C:2]1[CH:3]=[C:4]([CH:9]=[C:10]([OH:13])[C:11]=1[OH:12])[C:5]([O:7][CH2:8][CH3:14])=[O:6], predict the reactants needed to synthesize it. The reactants are: [OH:1][C:2]1[CH:3]=[C:4]([CH:9]=[C:10]([OH:13])[C:11]=1[OH:12])[C:5]([O:7][CH3:8])=[O:6].[CH3:14]CO. (3) Given the product [CH2:1]([N:4]1[C:9]([C:10]2[CH:15]=[CH:14][C:13]([Cl:16])=[CH:12][C:11]=2[Br:17])=[N:8][NH:7][C:5]1=[O:6])[CH:2]=[CH2:3], predict the reactants needed to synthesize it. The reactants are: [CH2:1]([NH:4][C:5]([NH:7][NH:8][C:9](=O)[C:10]1[CH:15]=[CH:14][C:13]([Cl:16])=[CH:12][C:11]=1[Br:17])=[O:6])[CH:2]=[CH2:3].[OH-].[Na+].Cl. (4) Given the product [CH:10]1([N:8]([CH3:9])[CH2:7][CH2:6][CH2:5][C:4]([OH:16])=[O:3])[CH2:15][CH2:14][CH2:13][CH2:12][CH2:11]1, predict the reactants needed to synthesize it. The reactants are: C([O:3][C:4](=[O:16])[CH2:5][CH2:6][CH2:7][N:8]([CH:10]1[CH2:15][CH2:14][CH2:13][CH2:12][CH2:11]1)[CH3:9])C.[OH-].[Na+]. (5) Given the product [C:13]([O:17][C:18](=[O:35])[NH:19][C:20]1[CH:25]=[CH:24][C:23]([NH:26][C:10]([C:4]2[CH:5]=[C:6]([CH3:9])[C:7](=[O:8])[N:2]([CH3:1])[CH:3]=2)=[O:12])=[C:22]([NH:27][CH2:28][C:29]2[CH:34]=[CH:33][CH:32]=[CH:31][CH:30]=2)[CH:21]=1)([CH3:16])([CH3:14])[CH3:15], predict the reactants needed to synthesize it. The reactants are: [CH3:1][N:2]1[C:7](=[O:8])[C:6]([CH3:9])=[CH:5][C:4]([C:10]([OH:12])=O)=[CH:3]1.[C:13]([O:17][C:18](=[O:35])[NH:19][C:20]1[CH:25]=[CH:24][C:23]([NH2:26])=[C:22]([NH:27][CH2:28][C:29]2[CH:34]=[CH:33][CH:32]=[CH:31][CH:30]=2)[CH:21]=1)([CH3:16])([CH3:15])[CH3:14].CCN(C(C)C)C(C)C.CN(C(ON1N=NC2C=CC=NC1=2)=[N+](C)C)C.F[P-](F)(F)(F)(F)F. (6) Given the product [NH2:61][CH2:60][CH2:59][O:58][CH2:57][CH2:62][O:63][CH2:64][CH2:65][NH:10][C:11]1[CH:48]=[CH:47][N:14]([C@@H:15]2[O:46][C@H:20]([CH2:21][O:22][C:23]([C:40]3[CH:45]=[CH:44][CH:43]=[CH:42][CH:41]=3)([C:32]3[CH:33]=[CH:34][C:35]([O:38][CH3:39])=[CH:36][CH:37]=3)[C:24]3[CH:25]=[CH:26][C:27]([O:30][CH3:31])=[CH:28][CH:29]=3)[C@@H:18]([OH:19])[C@H:16]2[OH:17])[C:13](=[O:49])[N:12]=1, predict the reactants needed to synthesize it. The reactants are: C1(C)C=CC(S([NH:10][C:11]2[CH:48]=[CH:47][N:14]([C@@H:15]3[O:46][C@H:20]([CH2:21][O:22][C:23]([C:40]4[CH:45]=[CH:44][CH:43]=[CH:42][CH:41]=4)([C:32]4[CH:37]=[CH:36][C:35]([O:38][CH3:39])=[CH:34][CH:33]=4)[C:24]4[CH:29]=[CH:28][C:27]([O:30][CH3:31])=[CH:26][CH:25]=4)[C@@H:18]([OH:19])[C@H:16]3[OH:17])[C:13](=[O:49])[N:12]=2)(=O)=O)=CC=1.N1C=CC=CC=1.[CH2:57]([CH2:62][O:63][CH2:64][CH2:65]N)[O:58][CH2:59][CH2:60][NH2:61].CN.